From a dataset of Forward reaction prediction with 1.9M reactions from USPTO patents (1976-2016). Predict the product of the given reaction. (1) The product is: [F:26][C:27]([F:32])([F:31])[C:28]([OH:30])=[O:29].[F:26][C:27]([F:32])([F:31])[C:28]([OH:30])=[O:29].[N+:1]([C:4]1[CH:5]=[C:6]([CH:23]=[CH:24][CH:25]=1)[CH2:7][NH:8][C:9]1[CH:14]=[CH:13][CH:12]=[C:11]([NH2:15])[CH:10]=1)([O-:3])=[O:2]. Given the reactants [N+:1]([C:4]1[CH:5]=[C:6]([CH:23]=[CH:24][CH:25]=1)[CH2:7][NH:8][C:9]1[CH:10]=[C:11]([NH:15]C(=O)OC(C)(C)C)[CH:12]=[CH:13][CH:14]=1)([O-:3])=[O:2].[F:26][C:27]([F:32])([F:31])[C:28]([OH:30])=[O:29], predict the reaction product. (2) The product is: [CH:1]1([C:4]2[NH:8][C:7]3[C:9]([C:30]4[C:31]([CH3:37])=[N:32][CH:33]=[CH:34][C:35]=4[CH3:36])=[CH:10][C:11]([C:13]4[C:14]([CH3:19])=[N:15][O:16][C:17]=4[CH3:18])=[CH:12][C:6]=3[N:5]=2)[CH2:3][CH2:2]1. Given the reactants [CH:1]1([C:4]2[NH:8][C:7]3[C:9](B4OC(C)(C)C(C)(C)O4)=[CH:10][C:11]([C:13]4[C:14]([CH3:19])=[N:15][O:16][C:17]=4[CH3:18])=[CH:12][C:6]=3[N:5]=2)[CH2:3][CH2:2]1.Br[C:30]1[C:31]([CH3:37])=[N:32][CH:33]=[CH:34][C:35]=1[CH3:36].C(=O)([O-])[O-].[K+].[K+].O1CCOCC1, predict the reaction product. (3) Given the reactants [C:1]([O:5][C:6]([N:8]1[CH2:17][CH2:16][C:15]2[C:10](=[C:11]([NH:18][CH2:19][C:20]([O:22]CC)=[O:21])[CH:12]=[CH:13][CH:14]=2)[CH2:9]1)=[O:7])([CH3:4])([CH3:3])[CH3:2].[Li+].[OH-], predict the reaction product. The product is: [C:1]([O:5][C:6]([N:8]1[CH2:17][CH2:16][C:15]2[C:10](=[C:11]([NH:18][CH2:19][C:20]([OH:22])=[O:21])[CH:12]=[CH:13][CH:14]=2)[CH2:9]1)=[O:7])([CH3:4])([CH3:2])[CH3:3]. (4) Given the reactants F[C:2]1[CH:7]=[C:6]([F:8])[CH:5]=[CH:4][C:3]=1[N+:9]([O-:11])=[O:10].[CH3:12][S:13]([C:16]1[CH:17]=[C:18]([CH:20]=[CH:21][CH:22]=1)[NH2:19])(=[O:15])=[O:14], predict the reaction product. The product is: [F:8][C:6]1[CH:5]=[CH:4][C:3]([N+:9]([O-:11])=[O:10])=[C:2]([CH:7]=1)[NH:19][C:18]1[CH:20]=[CH:21][CH:22]=[C:16]([S:13]([CH3:12])(=[O:15])=[O:14])[CH:17]=1. (5) The product is: [C:17]([C:13]1[CH:12]=[C:11]([NH:10][CH2:9][CH2:8][NH:7][C:5](=[O:6])/[CH:4]=[CH:3]/[C:2]([F:1])([F:27])[C:23]([F:26])([F:24])[F:25])[CH:16]=[CH:15][N:14]=1)(=[O:18])[CH3:22]. Given the reactants [F:1][C:2]([F:27])([C:23]([F:26])([F:25])[F:24])/[CH:3]=[CH:4]/[C:5]([NH:7][CH2:8][CH2:9][NH:10][C:11]1[CH:16]=[CH:15][N:14]=[C:13]([C:17]2([CH3:22])OCC[O:18]2)[CH:12]=1)=[O:6].Cl, predict the reaction product.